Task: Predict which catalyst facilitates the given reaction.. Dataset: Catalyst prediction with 721,799 reactions and 888 catalyst types from USPTO Reactant: S(S([O-])(=O)=O)([O-])(=O)=O.[Na+].[Na+].[Br:11][C:12]1[CH:21]=[C:20]2[C:15]([C:16]([NH:25][CH2:26][CH2:27][CH2:28][OH:29])=[C:17]([N+:22]([O-])=O)[CH:18]=[N:19]2)=[CH:14][CH:13]=1. Product: [NH2:22][C:17]1[CH:18]=[N:19][C:20]2[C:15]([C:16]=1[NH:25][CH2:26][CH2:27][CH2:28][OH:29])=[CH:14][CH:13]=[C:12]([Br:11])[CH:21]=2. The catalyst class is: 97.